Dataset: B-cell epitopes from PDB crystal structures with 447 antigens. Task: Token-level Classification. Given an antigen amino acid sequence, predict which amino acid positions are active epitope sites capable of antibody binding. Output is a list of indices for active positions. (1) Given the antigen sequence: GLIYINDSLYYFKPPVNNLITGFVTVGDDKYYFNPINGGAASIGETIIDDKNYYFNQSGVLQTGVFSTEDGFKYFAPANTLDENLEGEAIDFTGKLIIDENIYYFDDNYRGAVEWKELDGEMHYFSPETGKAFKGLNQIGDYKYYFNSDGVMQKGFVSINDNKHYFDDSGVMKVGYTEIDGKHFYFAENGEMQIGVFNTEDGFKYFAHHNEDLGNEEGEEISYSGILNFNNKIYYFDDSFTAVVGWKDLEDGSKYYFDEDTAEAYILEHHH, which amino acid positions are active epitope sites? The epitope positions are: [44, 53, 56, 66, 67, 68, 69, 71, 105, 107, 109, 110, 112, 113, 126, 127, 175, 184, 187, 197... (33 total positions)]. The amino acids at these positions are: EYQSTEDFDNRGVEPEYYENTEDGFDSTAV.... (2) Given the antigen sequence: NFLAMVDNLQGDSGRGYYLEMLIGTPPQKLQILVDTGSSNFAVAGTPHSYIDTYFDTERSSTYRSKGFDVTVKYTQGSWTGFVGEDLVTIPKGFNTSFLVNIATIFESENFFLPGIKWNGILGLAYATLAKPSSSLETFFDSLVTQANIPNVFSMQMCGANGGSLVLGGIEPSLYKGDIWYTPIKEEWYYQIEILKLEIGGQSLNLDCREYNADKAIVDSGTTLLRLPQKVFDAVVEAVARASLIPEFSDGFWTGSQLACWTNSETPWSYFPKISIYLRDENSSRSFRITILPQLYIQPMMGAGLNYECYRFGISPSTNALVIGATVMEGFYVIFDRAQKRVGFAASPCAEIAGAAVSEISGPFSTEDVASNCVP, which amino acid positions are active epitope sites? The epitope positions are: [231, 232, 235, 236, 238, 239, 240, 242, 244, 245, 246, 247, 248, 249, 252, 253, 254, 255, 257, 258... (26 total positions)]. The amino acids at these positions are: FDVEVARSIPEFSDWTGSLAWPFIYF. (3) Given the antigen sequence: HFNDEFRNLQWGLDLSRLDETQELINEHQVMSTRICVIDSGIDYNHPDLKDNIELNLKELHGRKGFDDDNNGIVDDIYGANFVNNSGNPMDDNYHGTHVSGIISAIGNNNIGVVGVDVNSKLIICKALDEHKLGRLGDMFKCLDYCISRNAHMINGSFSFDEYSGIFNSSVEYLQRKGILFFVSASNCSHPKSSTPDIRKCDLSINAKYPPILSTVYDNVISVANLKKNDNNNHYSLSINSFYSNKYCQLAAPGTNIYSTAPHNSYRKLNGTSMAAPHVAAIASLIFSINPDLSYKKVIQILKDSIVYLPSLKNMVAWAGYADINKAVNLAIKSKK, which amino acid positions are active epitope sites? The epitope positions are: [29, 30, 31, 33, 53, 56, 57, 59, 60, 61, 62, 63, 67, 74, 76, 120]. The amino acids at these positions are: VMSRELKLHGRKDDIK. (4) Given the antigen sequence: QLGNCSVAGWILGNPECELLISRESWSYIVEKPNPENGTCYPGHFADYEELREQLSSVSSFERFEIFPKESSWPNHTTTGVSASCSHNGESSFYKNLLWLTGKNGLYPNLSKSYANNKEKEVLVLWGVHHPPNIGDQRALYHTENAYVSVVSSHYSRKFTPEIAKRPKVRDQEGRINYYWTLLEPGDTIIFEANGNLIAPRYAFAL, which amino acid positions are active epitope sites? The epitope positions are: [80, 81, 82, 98, 104, 135, 137, 138, 139, 141, 143, 171]. The amino acids at these positions are: VSAWGDRALHEQ. (5) Given the antigen sequence: VKPLQVEPPEPVVAVALGASRQLTCRLACADRGASVQWRGLDTSLGAVQSDTGRSVLTVRNASLSAAGTRVCVGSCGGRTFQHTVQLLVYAFPNQLTVSPAALVPGDPEVACTAHKVTPVDPNALSFSLLVGGQELEGAQALGPEVQEEDVLFRVTERWRLPPLGTPVPPALYCQATMRLPGLELSHRQAIPVL, which amino acid positions are active epitope sites? The epitope positions are: [0, 1, 2, 26, 31, 34, 35, 36, 38, 40, 70, 72, 73, 74, 76, 77, 78, 79, 80, 81... (22 total positions)]. The amino acids at these positions are: VKPLRSVQRLVVGSGGRTFQHT. (6) The epitope positions are: [2, 3, 4, 5, 6, 7, 10, 36, 47, 48, 50, 55, 75, 77, 78]. The amino acids at these positions are: KRSSDYRLYHNQVPI. Given the antigen sequence: NPKRSSDYYNRSTSPWNLHRNEDRYPSVIWEAKCRHLGCINADGNVDYHMNSVPIQQEILVLRLEKILVSVGCTCVTPIV, which amino acid positions are active epitope sites?